From a dataset of Catalyst prediction with 721,799 reactions and 888 catalyst types from USPTO. Predict which catalyst facilitates the given reaction. (1) The catalyst class is: 3. Reactant: C([O:3][C:4]([C:6]1([C:9]2[CH:14]=[CH:13][C:12]([C:15]3[CH:20]=[CH:19][C:18]([C:21]4[O:25][N:24]=[C:23]([CH3:26])[C:22]=4[CH2:27][CH2:28][OH:29])=[CH:17][CH:16]=3)=[CH:11][CH:10]=2)[CH2:8][CH2:7]1)=[O:5])C.Br[CH2:31][CH:32]1[CH2:34][CH2:33]1.[H-].[Na+]. Product: [CH:32]1([CH2:31][O:29][CH2:28][CH2:27][C:22]2[C:23]([CH3:26])=[N:24][O:25][C:21]=2[C:18]2[CH:19]=[CH:20][C:15]([C:12]3[CH:13]=[CH:14][C:9]([C:6]4([C:4]([OH:3])=[O:5])[CH2:7][CH2:8]4)=[CH:10][CH:11]=3)=[CH:16][CH:17]=2)[CH2:34][CH2:33]1. (2) Reactant: [OH:1][CH2:2][C@@H:3]1[CH:7]=[CH:6][C:5](=[O:8])[O:4]1.N1C=CN=C1.[C:14]([Si:18](Cl)([C:25]1[CH:30]=[CH:29][CH:28]=[CH:27][CH:26]=1)[C:19]1[CH:24]=[CH:23][CH:22]=[CH:21][CH:20]=1)([CH3:17])([CH3:16])[CH3:15]. Product: [Si:18]([O:1][CH2:2][C@@H:3]1[CH:7]=[CH:6][C:5](=[O:8])[O:4]1)([C:14]([CH3:17])([CH3:16])[CH3:15])([C:25]1[CH:26]=[CH:27][CH:28]=[CH:29][CH:30]=1)[C:19]1[CH:24]=[CH:23][CH:22]=[CH:21][CH:20]=1. The catalyst class is: 2. (3) Reactant: [C:1]([C:3]1[CH:4]=[C:5]([C:10]2[NH:11][C:12]3[N:13]([N:17]=[CH:18][C:19]=3[C:20]([NH2:22])=[O:21])[C:14](=[O:16])[CH:15]=2)[CH:6]=[CH:7][C:8]=1[OH:9])#[N:2].Br[CH2:24][CH:25](OCC)OCC.CC1C=CC(S(O)(=O)=O)=CC=1. Product: [OH:9][C:8]1[CH:7]=[CH:6][C:5]([C:10]2[NH:11][C:12]3[N:13]([N:17]=[CH:18][C:19]=3[C:20]3[O:21][CH:24]=[CH:25][N:22]=3)[C:14](=[O:16])[CH:15]=2)=[CH:4][C:3]=1[C:1]#[N:2]. The catalyst class is: 179. (4) Reactant: C([O:3][C:4](=[O:26])[CH2:5][CH:6]1[O:10][B:9]([OH:11])[C:8]2[CH:12]=[C:13]([O:17][C:18]3[C:23]([C:24]#[N:25])=[N:22][CH:21]=[CH:20][N:19]=3)[CH:14]=[C:15]([CH3:16])[C:7]1=2)C.[Li+].[OH-].Cl. Product: [C:24]([C:23]1[C:18]([O:17][C:13]2[CH:14]=[C:15]([CH3:16])[C:7]3[CH:6]([CH2:5][C:4]([OH:26])=[O:3])[O:10][B:9]([OH:11])[C:8]=3[CH:12]=2)=[N:19][CH:20]=[CH:21][N:22]=1)#[N:25]. The catalyst class is: 20. (5) The catalyst class is: 2. Product: [Cl:35][CH:36]([C:40]1[CH:45]=[CH:44][CH:43]=[CH:42][CH:41]=1)[C:37]([N:16]([CH2:15][C:2]1([OH:1])[CH2:7][CH2:6][N:5]([C:8]([O:10][C:11]([CH3:13])([CH3:12])[CH3:14])=[O:9])[CH2:4][CH2:3]1)[CH2:17][C:18]1[CH:23]=[CH:22][C:21]([O:24][CH3:25])=[CH:20][CH:19]=1)=[O:38]. Reactant: [OH:1][C:2]1([CH2:15][NH:16][CH2:17][C:18]2[CH:23]=[CH:22][C:21]([O:24][CH3:25])=[CH:20][CH:19]=2)[CH2:7][CH2:6][N:5]([C:8]([O:10][C:11]([CH3:14])([CH3:13])[CH3:12])=[O:9])[CH2:4][CH2:3]1.C(N(C(C)C)CC)(C)C.[Cl:35][CH:36]([C:40]1[CH:45]=[CH:44][CH:43]=[CH:42][CH:41]=1)[C:37](Cl)=[O:38]. (6) The catalyst class is: 89. Reactant: [NH:1]1[C:9]2[C:4](=[CH:5][CH:6]=[CH:7][CH:8]=2)[C:3]([C:10](=[O:59])[C:11]([NH:13][C:14]2[CH:19]=[CH:18][CH:17]=[C:16]([C:20]3[C:28]4[C:23](=[CH:24][CH:25]=[C:26]([C:29]5[N:33]=[CH:32][N:31](C(C6C=CC=CC=6)(C6C=CC=CC=6)C6C=CC=CC=6)[N:30]=5)[CH:27]=4)[N:22](C4CCCCO4)[N:21]=3)[CH:15]=2)=[O:12])=[CH:2]1. Product: [NH:31]1[CH:32]=[N:33][C:29]([C:26]2[CH:27]=[C:28]3[C:23](=[CH:24][CH:25]=2)[NH:22][N:21]=[C:20]3[C:16]2[CH:15]=[C:14]([NH:13][C:11](=[O:12])[C:10]([C:3]3[C:4]4[C:9](=[CH:8][CH:7]=[CH:6][CH:5]=4)[NH:1][CH:2]=3)=[O:59])[CH:19]=[CH:18][CH:17]=2)=[N:30]1. (7) Reactant: [OH:1][CH2:2][C:3]1[CH:8]=[CH:7][C:6]([CH:9]([CH2:11][CH2:12][CH2:13][CH2:14][CH2:15][CH2:16][CH2:17][CH2:18][CH3:19])[CH3:10])=[CH:5][CH:4]=1.[H-].[Na+].Br[CH2:23][CH2:24][O:25][Si:26]([C:29]([CH3:32])([CH3:31])[CH3:30])([CH3:28])[CH3:27]. Product: [C:29]([Si:26]([CH3:28])([CH3:27])[O:25][CH2:24][CH2:23][O:1][CH2:2][C:3]1[CH:8]=[CH:7][C:6]([CH:9]([CH2:11][CH2:12][CH2:13][CH2:14][CH2:15][CH2:16][CH2:17][CH2:18][CH3:19])[CH3:10])=[CH:5][CH:4]=1)([CH3:32])([CH3:31])[CH3:30]. The catalyst class is: 3.